Predict the product of the given reaction. From a dataset of Forward reaction prediction with 1.9M reactions from USPTO patents (1976-2016). (1) Given the reactants [CH3:1][C:2]1[C:8]([OH:9])=[CH:7][CH:6]=[CH:5][C:3]=1[OH:4].[NH2:10][C:11]1[CH:16]=[CH:15][C:14]([OH:17])=[CH:13][CH:12]=1.[OH-:18].[NH4+:19], predict the reaction product. The product is: [OH:4][C:3]1[C:5](=[N:10][C:11]2[CH:16]=[CH:15][C:14]([OH:17])=[CH:13][CH:12]=2)[CH:6]=[C:7]([NH:19][C:2]2[CH:8]=[CH:7][C:6]([OH:18])=[CH:5][CH:3]=2)[C:8](=[O:9])[C:2]=1[CH3:1]. (2) Given the reactants [NH:1]1[C:9]2[C:4](=[CH:5][C:6]([NH2:10])=[CH:7][CH:8]=2)[CH:3]=[CH:2]1.[N-:11]=[N+:12]=[N-:13].[Na+].[CH2:15](OC(OCC)(OCC)C)C, predict the reaction product. The product is: [N:10]1([C:6]2[CH:5]=[C:4]3[C:9](=[CH:8][CH:7]=2)[NH:1][CH:2]=[CH:3]3)[CH:15]=[N:13][N:12]=[N:11]1. (3) Given the reactants C[O:2][C:3](=[O:33])[CH2:4][C:5]1[C:14]([CH3:15])=[C:13]([CH:16]2[CH2:21][CH2:20][N:19]([C:22](=[O:31])[C:23]3[CH:28]=[CH:27][C:26]([Cl:29])=[CH:25][C:24]=3[Cl:30])[CH2:18][CH2:17]2)[C:12]2[C:7](=[CH:8][CH:9]=[C:10]([F:32])[CH:11]=2)[CH:6]=1.O.[OH-].[Li+], predict the reaction product. The product is: [Cl:30][C:24]1[CH:25]=[C:26]([Cl:29])[CH:27]=[CH:28][C:23]=1[C:22]([N:19]1[CH2:20][CH2:21][CH:16]([C:13]2[C:12]3[C:7](=[CH:8][CH:9]=[C:10]([F:32])[CH:11]=3)[CH:6]=[C:5]([CH2:4][C:3]([OH:33])=[O:2])[C:14]=2[CH3:15])[CH2:17][CH2:18]1)=[O:31]. (4) Given the reactants [Cl:1][C:2]1[CH:7]=[C:6]([CH3:8])[C:5]([N+:9]([O-])=O)=[CH:4][N:3]=1.CC(O)=O, predict the reaction product. The product is: [NH2:9][C:5]1[C:6]([CH3:8])=[CH:7][C:2]([Cl:1])=[N:3][CH:4]=1. (5) Given the reactants C([Mg]Br)(C)C.I[C:7]1[CH:8]=[C:9]([CH:12]=[CH:13][CH:14]=1)[C:10]#[N:11].[O:15]1[C:19]2([CH2:24][CH2:23][C:22](=[O:25])[CH2:21][CH2:20]2)[O:18][CH2:17][CH2:16]1, predict the reaction product. The product is: [OH:25][C:22]1([C:7]2[CH:8]=[C:9]([CH:12]=[CH:13][CH:14]=2)[C:10]#[N:11])[CH2:23][CH2:24][C:19]2([O:15][CH2:16][CH2:17][O:18]2)[CH2:20][CH2:21]1. (6) Given the reactants [CH2:1]([O:8][C:9]([NH:11][C:12]1[C:17](=[O:18])[N:16]2[C@H:19]([C:22]([OH:24])=[O:23])[CH2:20][CH2:21][C:15]2=[N:14][CH:13]=1)=[O:10])[C:2]1[CH:7]=[CH:6][CH:5]=[CH:4][CH:3]=1.[F:25][C:26]([F:36])([F:35])[C:27]1[CH:28]=[C:29]([CH:32]=[CH:33][CH:34]=1)[CH2:30]Br.[H-].[Na+], predict the reaction product. The product is: [CH2:1]([O:8][C:9]([N:11]([CH2:30][C:29]1[CH:32]=[CH:33][CH:34]=[C:27]([C:26]([F:25])([F:35])[F:36])[CH:28]=1)[C:12]1[C:17](=[O:18])[N:16]2[C@H:19]([C:22]([OH:24])=[O:23])[CH2:20][CH2:21][C:15]2=[N:14][CH:13]=1)=[O:10])[C:2]1[CH:3]=[CH:4][CH:5]=[CH:6][CH:7]=1. (7) Given the reactants [Br:1][C:2]1[CH:3]=[CH:4][C:5]([OH:11])=[C:6]([C:8](=[O:10])[CH3:9])[CH:7]=1.[Cl:12][C:13]1[CH:14]=[C:15]([CH:18]=[CH:19][CH:20]=1)[CH:16]=O.O.O.O.O.O.O.O.O.O.O.O.B([O-])([O-])[O-].B([O-])([O-])[O-].B([O-])([O-])[O-].B([O-])([O-])[O-].[Na+].[Na+].[Na+].[Na+].[Na+].[Na+].[Na+].[Na+].[Na+].[Na+].[Na+].[Na+], predict the reaction product. The product is: [Br:1][C:2]1[CH:7]=[C:6]2[C:5](=[CH:4][CH:3]=1)[O:11][CH:16]([C:15]1[CH:18]=[CH:19][CH:20]=[C:13]([Cl:12])[CH:14]=1)[CH2:9][C:8]2=[O:10].